This data is from Catalyst prediction with 721,799 reactions and 888 catalyst types from USPTO. The task is: Predict which catalyst facilitates the given reaction. Reactant: C(O[C:4](=[O:22])[C:5](=[CH:11][NH:12][C:13]1[CH:18]=[CH:17][CH:16]=[C:15]([CH2:19][CH2:20][CH3:21])[N:14]=1)[C:6]([O:8][CH2:9][CH3:10])=[O:7])C. Product: [CH2:9]([O:8][C:6]([C:5]1[C:4](=[O:22])[C:18]2[C:13](=[N:14][C:15]([CH2:19][CH2:20][CH3:21])=[CH:16][CH:17]=2)[NH:12][CH:11]=1)=[O:7])[CH3:10]. The catalyst class is: 400.